The task is: Predict the reaction yield, written as a fraction of the theoretical maximum amount of product (1.0 means a 100% yield; for example, 0.34 means a 34% yield).. This data is from Reaction yield outcomes from USPTO patents with 853,638 reactions. (1) The reactants are Br[CH2:2][CH2:3][CH2:4][N:5]1[C:14]2[C:9](=[C:10]([CH:15]3[O:19]CCO3)[CH:11]=[CH:12][CH:13]=2)[CH2:8][CH2:7][C:6]1=[O:20].[Cl:21][C:22]1[CH:27]=[CH:26][C:25]([SH:28])=[CH:24][CH:23]=1.C(=O)([O-])[O-].[K+].[K+].C(#N)C. The catalyst is C(OCC)(=O)C.O. The product is [Cl:21][C:22]1[CH:27]=[CH:26][C:25]([S:28][CH2:2][CH2:3][CH2:4][N:5]2[C:14]3[CH:13]=[CH:12][CH:11]=[C:10]([CH:15]=[O:19])[C:9]=3[CH2:8][CH2:7][C:6]2=[O:20])=[CH:24][CH:23]=1. The yield is 0.830. (2) The reactants are [SH:1][C:2]1[NH:3][C:4]2[CH:10]=[CH:9][CH:8]=[CH:7][C:5]=2[N:6]=1.C([O-])([O-])=O.[K+].[K+].Br[C:18]1[S:22][C:21]([CH:23]=[O:24])=[CH:20][CH:19]=1. The catalyst is CN(C=O)C. The product is [NH:3]1[C:4]2[CH:10]=[CH:9][CH:8]=[CH:7][C:5]=2[N:6]=[C:2]1[S:1][C:18]1[S:22][C:21]([CH:23]=[O:24])=[CH:20][CH:19]=1. The yield is 0.350. (3) The reactants are CC1(C)CCCC(C)(C)N1.C([Li])CCC.[CH3:16][O:17][C:18]1[N:23]=[C:22]([O:24][CH3:25])[CH:21]=[CH:20][N:19]=1.C(=O)=O.[CH3:29][O:30][C:31]1[C:38]([O:39][CH3:40])=[CH:37][C:34]([CH:35]=[O:36])=[C:33]([CH:41]([CH3:49])[CH2:42][C:43]2[CH:48]=[CH:47][CH:46]=[CH:45][CH:44]=2)[CH:32]=1. The catalyst is C1COCC1. The product is [CH3:29][O:30][C:31]1[C:38]([O:39][CH3:40])=[CH:37][C:34]([CH:35]([C:21]2[C:22]([O:24][CH3:25])=[N:23][C:18]([O:17][CH3:16])=[N:19][CH:20]=2)[OH:36])=[C:33]([CH:41]([CH3:49])[CH2:42][C:43]2[CH:48]=[CH:47][CH:46]=[CH:45][CH:44]=2)[CH:32]=1. The yield is 0.520. (4) The product is [Cl:24][C:25]1[N:30]=[C:29]([O:18][C:14]2[CH:13]=[C:12]([CH2:11][CH2:10][C:9]([NH:8][C:5]3[CH:6]=[CH:7][C:2]([Cl:1])=[C:3]([C:20]([F:21])([F:22])[F:23])[CH:4]=3)=[O:19])[CH:17]=[CH:16][CH:15]=2)[CH:28]=[CH:27][N:26]=1. The catalyst is C1COCC1.O. The reactants are [Cl:1][C:2]1[CH:7]=[CH:6][C:5]([NH:8][C:9](=[O:19])[CH2:10][CH2:11][C:12]2[CH:17]=[CH:16][CH:15]=[C:14]([OH:18])[CH:13]=2)=[CH:4][C:3]=1[C:20]([F:23])([F:22])[F:21].[Cl:24][C:25]1[N:30]=[C:29](Cl)[CH:28]=[CH:27][N:26]=1.C(=O)([O-])[O-].[Cs+].[Cs+].CN(C=O)C. The yield is 0.770. (5) The reactants are [NH2:1][CH2:2][CH2:3][N:4]([CH3:28])[C:5](=[O:27])[CH2:6][CH2:7]/[CH:8]=[CH:9]\[CH2:10]/[CH:11]=[CH:12]\[CH2:13]/[CH:14]=[CH:15]\[CH2:16]/[CH:17]=[CH:18]\[CH2:19]/[CH:20]=[CH:21]\[CH2:22]/[CH:23]=[CH:24]\[CH2:25][CH3:26].[OH:29][C:30]1[CH:38]=[CH:37][CH:36]=[CH:35][C:31]=1[C:32](Cl)=[O:33].N1C=CN=C1.C1CCC(N=C=NC2CCCCC2)CC1. The catalyst is CC(=O)OCC. The product is [OH:29][C:30]1[CH:38]=[CH:37][CH:36]=[CH:35][C:31]=1[C:32]([NH:1][CH2:2][CH2:3][N:4]([CH3:28])[C:5](=[O:27])[CH2:6][CH2:7]/[CH:8]=[CH:9]\[CH2:10]/[CH:11]=[CH:12]\[CH2:13]/[CH:14]=[CH:15]\[CH2:16]/[CH:17]=[CH:18]\[CH2:19]/[CH:20]=[CH:21]\[CH2:22]/[CH:23]=[CH:24]\[CH2:25][CH3:26])=[O:33]. The yield is 0.730. (6) The reactants are [CH3:1][C:2]1[CH:7]=[CH:6][N:5]=[C:4]([NH:8][C:9]2[N:14]=[C:13]([C:15]3[O:19][C:18]([CH:20]=[CH:21][C:22]4[CH:29]=[CH:28][C:25]([C:26]#[N:27])=[CH:24][CH:23]=4)=[N:17][CH:16]=3)[CH:12]=[CH:11][CH:10]=2)[CH:3]=1. The catalyst is [Pd].CO.C(Cl)Cl. The product is [CH3:1][C:2]1[CH:7]=[CH:6][N:5]=[C:4]([NH:8][C:9]2[N:14]=[C:13]([C:15]3[O:19][C:18]([CH2:20][CH2:21][C:22]4[CH:23]=[CH:24][C:25]([C:26]#[N:27])=[CH:28][CH:29]=4)=[N:17][CH:16]=3)[CH:12]=[CH:11][CH:10]=2)[CH:3]=1. The yield is 0.440. (7) The reactants are [Cl:1][CH2:2][CH2:3][OH:4].C([N-]C(C)C)(C)C.[Li+].[Br:13][C:14]1[CH:19]=[C:18](F)[C:17]([N+:21]([O-:23])=[O:22])=[CH:16][C:15]=1[C:24]([F:27])([F:26])[F:25].O. The catalyst is C1COCC1. The product is [Br:13][C:14]1[CH:19]=[C:18]([O:4][CH2:3][CH2:2][Cl:1])[C:17]([N+:21]([O-:23])=[O:22])=[CH:16][C:15]=1[C:24]([F:25])([F:26])[F:27]. The yield is 0.940.